From a dataset of Reaction yield outcomes from USPTO patents with 853,638 reactions. Predict the reaction yield, written as a fraction of the theoretical maximum amount of product (1.0 means a 100% yield; for example, 0.34 means a 34% yield). (1) The reactants are [Cl-].O[NH3+:3].[C:4](=[O:7])([O-])[OH:5].[Na+].CS(C)=O.[CH2:13]([C:17]1[N:18]=[C:19]([CH3:48])[N:20]([CH2:39][CH:40]([CH:42]2[CH2:47][CH2:46][CH2:45][CH2:44][CH2:43]2)[OH:41])[C:21](=[O:38])[C:22]=1[CH2:23][C:24]1[CH:29]=[CH:28][C:27]([C:30]2[C:31]([C:36]#[N:37])=[CH:32][CH:33]=[CH:34][CH:35]=2)=[CH:26][CH:25]=1)[CH2:14][CH2:15][CH3:16]. The catalyst is C(OCC)(=O)C. The product is [CH2:13]([C:17]1[N:18]=[C:19]([CH3:48])[N:20]([CH2:39][CH:40]([CH:42]2[CH2:47][CH2:46][CH2:45][CH2:44][CH2:43]2)[OH:41])[C:21](=[O:38])[C:22]=1[CH2:23][C:24]1[CH:29]=[CH:28][C:27]([C:30]2[CH:35]=[CH:34][CH:33]=[CH:32][C:31]=2[C:36]2[NH:3][C:4](=[O:7])[O:5][N:37]=2)=[CH:26][CH:25]=1)[CH2:14][CH2:15][CH3:16]. The yield is 0.260. (2) The reactants are [C:1]([CH:4]1[CH2:9][CH2:8][O:7][CH2:6][CH2:5]1)(=[O:3])[CH3:2].[C:10](=O)([O:13]C)[O:11][CH3:12].C[O-].[Na+].Cl. The catalyst is O.C1(C)C=CC=CC=1. The product is [O:7]1[CH2:8][CH2:9][CH:4]([C:1](=[O:3])[CH2:2][C:10]([O:11][CH3:12])=[O:13])[CH2:5][CH2:6]1. The yield is 0.760. (3) The reactants are C(=O)(O)[O-].[Na+:5].S([O-])([O-])=O.[Na+].[Na+].[C:12]([C:16]1[CH:21]=[CH:20][C:19]([S:22](Cl)(=[O:24])=[O:23])=[CH:18][CH:17]=1)([CH3:15])([CH3:14])[CH3:13]. The catalyst is O. The product is [Na+:5].[C:12]([C:16]1[CH:21]=[CH:20][C:19]([S:22]([O-:24])=[O:23])=[CH:18][CH:17]=1)([CH3:15])([CH3:13])[CH3:14]. The yield is 0.850. (4) The product is [CH3:1][O:2][C:3](=[O:28])[CH2:4][C:5]1[CH:10]=[CH:9][C:8]([C:11]#[C:12][C:13]2[CH:22]=[C:21]([CH:23]=[CH2:24])[C:20]3[CH:19]([N:32]([CH:29]4[CH2:31][CH2:30]4)[CH3:33])[CH2:18][CH2:17][C:16]([CH3:27])([CH3:26])[C:15]=3[CH:14]=2)=[CH:7][CH:6]=1. The catalyst is ClCCl.C(#N)C.O.C(=O)(O)[O-].[Na+].C(OCC)C.C(O)(=O)C. The reactants are [CH3:1][O:2][C:3](=[O:28])[CH2:4][C:5]1[CH:10]=[CH:9][C:8]([C:11]#[C:12][C:13]2[CH:22]=[C:21]([CH:23]=[CH2:24])[C:20]3[C:19](=O)[CH2:18][CH2:17][C:16]([CH3:27])([CH3:26])[C:15]=3[CH:14]=2)=[CH:7][CH:6]=1.[CH:29]1([NH2:32])[CH2:31][CH2:30]1.[C:33]([BH3-])#N.[Na+].C(=O)([O-])[O-].[K+].[K+].CI. The yield is 0.600.